Dataset: Full USPTO retrosynthesis dataset with 1.9M reactions from patents (1976-2016). Task: Predict the reactants needed to synthesize the given product. (1) Given the product [CH3:1][O:2][C:3]1[CH:4]=[C:5]2[C:10](=[CH:11][C:12]=1[O:13][CH3:14])[N:9]=[CH:8][CH:7]=[C:6]2[CH2:15][N:16]1[CH2:17][CH2:18][CH:19]([NH:22][C:47]([NH:43][C:34]2[CH:35]=[C:36]([CH3:31])[O:39][N:37]=2)=[O:51])[CH2:20][CH2:21]1, predict the reactants needed to synthesize it. The reactants are: [CH3:1][O:2][C:3]1[CH:4]=[C:5]2[C:10](=[CH:11][C:12]=1[O:13][CH3:14])[N:9]=[CH:8][CH:7]=[C:6]2[CH2:15][N:16]1[CH2:21][CH2:20][CH:19]([NH2:22])[CH2:18][CH2:17]1.S1C=CN=C1NC(=O)O[C:31]1[CH:36]=[CH:35][C:34]([N+:37]([O-:39])=O)=CC=1.CC[N:43]([CH:47](C)C)C(C)C.C[OH:51]. (2) Given the product [Cl:1][C:2]1[CH:7]=[CH:6][N:5]2[C:4]([C:3]=1[CH3:14])=[C:8]([CH:11]1[CH2:13][CH2:12]1)[CH:9]=[C:27]([C:28]([O:30][CH2:16][CH3:17])=[O:29])[C:31]2=[O:33], predict the reactants needed to synthesize it. The reactants are: [Cl:1][C:2]1[CH:7]=[CH:6][N:5]=[C:4]([CH:8]([CH:11]2[CH2:13][CH2:12]2)[CH:9]=O)[C:3]=1[CH3:14].N1CCC[CH2:17][CH2:16]1.C(O)(=O)C.C([C:27](CC)([C:31]([O-:33])=O)[C:28]([O-:30])=[O:29])C. (3) Given the product [Cl:1][C:2]1[N:3]=[CH:4][N:5]([C:7]2[CH:12]=[CH:11][C:10]([NH:13][C:14]3[N:15]=[C:16]([N:30]4[CH2:31][CH2:32][NH:33][CH2:34][CH2:35]4)[C:17]4[CH2:22][CH2:21][CH:20]([C:23]5[CH:24]=[CH:25][C:26]([F:29])=[CH:27][CH:28]=5)[C:18]=4[N:19]=3)=[CH:9][C:8]=2[O:43][CH3:44])[CH:6]=1.[C:45]([OH:51])([C:47]([F:50])([F:49])[F:48])=[O:46], predict the reactants needed to synthesize it. The reactants are: [Cl:1][C:2]1[N:3]=[CH:4][N:5]([C:7]2[CH:12]=[CH:11][C:10]([NH:13][C:14]3[N:15]=[C:16]([N:30]4[CH2:35][CH2:34][N:33](C(OC(C)(C)C)=O)[CH2:32][CH2:31]4)[C:17]4[CH2:22][CH2:21][CH:20]([C:23]5[CH:28]=[CH:27][C:26]([F:29])=[CH:25][CH:24]=5)[C:18]=4[N:19]=3)=[CH:9][C:8]=2[O:43][CH3:44])[CH:6]=1.[C:45]([OH:51])([C:47]([F:50])([F:49])[F:48])=[O:46]. (4) Given the product [CH2:25]([CH2:32][CH2:33][NH:34][C:2]1[C:14]2[N:13]3[C:8]([CH:9]=[CH:10][CH:11]=[CH:12]3)=[C:7]([C:15]3[C:20]([CH3:21])=[CH:19][C:18]([CH3:22])=[CH:17][C:16]=3[CH3:23])[C:6]=2[N:5]=[C:4]([CH3:24])[N:3]=1)[C:26]1[CH:31]=[CH:30][CH:29]=[CH:28][CH:27]=1, predict the reactants needed to synthesize it. The reactants are: Cl[C:2]1[C:14]2[N:13]3[C:8]([CH:9]=[CH:10][CH:11]=[CH:12]3)=[C:7]([C:15]3[C:20]([CH3:21])=[CH:19][C:18]([CH3:22])=[CH:17][C:16]=3[CH3:23])[C:6]=2[N:5]=[C:4]([CH3:24])[N:3]=1.[CH2:25]([CH2:32][CH2:33][NH2:34])[C:26]1[CH:31]=[CH:30][CH:29]=[CH:28][CH:27]=1.